Dataset: Reaction yield outcomes from USPTO patents with 853,638 reactions. Task: Predict the reaction yield, written as a fraction of the theoretical maximum amount of product (1.0 means a 100% yield; for example, 0.34 means a 34% yield). (1) The reactants are [F:1][C:2]([F:22])([F:21])[C:3]1[CH:4]=[C:5]([C:9]2[CH:10]=[CH:11][C:12]3[N:18]4[CH2:19][C@H:15]([CH2:16][CH2:17]4)[NH:14][C:13]=3[N:20]=2)[CH:6]=[CH:7][CH:8]=1.Cl[C:24](Cl)([O:26]C(=O)OC(Cl)(Cl)Cl)Cl.[CH3:35][C:36]1([CH3:50])[O:40][C@@H:39]([CH2:41][O:42][C:43]2[CH:48]=[C:47]([NH2:49])[CH:46]=[CH:45][N:44]=2)[CH2:38][O:37]1. The catalyst is O1CCCC1. The product is [CH3:35][C:36]1([CH3:50])[O:40][C@@H:39]([CH2:41][O:42][C:43]2[CH:48]=[C:47]([NH:49][C:24]([N:14]3[C@@H:15]4[CH2:19][N:18]([CH2:17][CH2:16]4)[C:12]4[CH:11]=[CH:10][C:9]([C:5]5[CH:6]=[CH:7][CH:8]=[C:3]([C:2]([F:21])([F:1])[F:22])[CH:4]=5)=[N:20][C:13]3=4)=[O:26])[CH:46]=[CH:45][N:44]=2)[CH2:38][O:37]1. The yield is 0.411. (2) The reactants are [C:1]([O:5][C:6](=[O:13])[NH:7][CH2:8][CH:9]([OH:12])CO)([CH3:4])([CH3:3])[CH3:2].I([O-])(=O)(=O)=O.[Na+]. The catalyst is O. The product is [C:1]([O:5][C:6](=[O:13])[NH:7][CH2:8][CH:9]=[O:12])([CH3:4])([CH3:2])[CH3:3]. The yield is 0.980. (3) The yield is 0.390. The product is [C:16]([C:5]1[C:6]([NH:34][CH2:35][CH:36]([OH:39])[CH2:37][OH:38])=[N:7][C:2]([NH:31][C:30]2[CH:29]=[CH:28][C:27]([S:24](=[O:26])(=[O:25])[NH:23][CH2:22][CH2:21][CH2:20][O:19][CH3:18])=[CH:33][CH:32]=2)=[N:3][CH:4]=1)#[N:17]. The catalyst is CC(O)CC. The reactants are Cl[C:2]1[N:7]=[C:6](OC2C=CC(Cl)=CC=2)[C:5]([C:16]#[N:17])=[CH:4][N:3]=1.[CH3:18][O:19][CH2:20][CH2:21][CH2:22][NH:23][S:24]([C:27]1[CH:33]=[CH:32][C:30]([NH2:31])=[CH:29][CH:28]=1)(=[O:26])=[O:25].[NH2:34][CH2:35][CH:36]([OH:39])[CH2:37][OH:38]. (4) The reactants are S([O-])(O)=O.[Na+].C([O:8][C:9]([C:11]1[NH:12][C:13]([CH3:19])=[C:14]([CH:17]=O)[C:15]=1[CH3:16])=[O:10])C.[NH2:20][C:21]1[CH:22]=[C:23]([CH:32]=[CH:33][C:34]=1[NH2:35])[C:24]([C:26]1[CH:31]=[CH:30][CH:29]=[CH:28][CH:27]=1)=[O:25].C(=O)([O-])[O-].[Na+].[Na+]. The catalyst is CN(C)C(=O)C. The product is [C:24]([C:23]1[CH:32]=[CH:33][C:34]2[N:35]=[C:17]([C:14]3[C:15]([CH3:16])=[C:11]([C:9]([OH:8])=[O:10])[NH:12][C:13]=3[CH3:19])[NH:20][C:21]=2[CH:22]=1)(=[O:25])[C:26]1[CH:27]=[CH:28][CH:29]=[CH:30][CH:31]=1. The yield is 0.900. (5) The reactants are [NH2:1][C:2]1[C:7]([O:8][CH3:9])=[CH:6][C:5]([C:10]([N:12]2[CH2:17][CH2:16][O:15][CH2:14][CH2:13]2)=[O:11])=[C:4]([CH3:18])[CH:3]=1.Cl[C:20]1[N:25]=[C:24]([NH:26][CH3:27])[C:23]([C:28]([F:31])([F:30])[F:29])=[CH:22][N:21]=1.C1(C)C=CC(S(O)(=O)=O)=CC=1.C(=O)(O)[O-].[Na+]. The catalyst is O1CCOCC1.C(Cl)Cl. The product is [CH3:9][O:8][C:7]1[C:2]([NH:1][C:20]2[N:25]=[C:24]([NH:26][CH3:27])[C:23]([C:28]([F:31])([F:29])[F:30])=[CH:22][N:21]=2)=[CH:3][C:4]([CH3:18])=[C:5]([C:10]([N:12]2[CH2:13][CH2:14][O:15][CH2:16][CH2:17]2)=[O:11])[CH:6]=1. The yield is 0.580.